Dataset: HIV replication inhibition screening data with 41,000+ compounds from the AIDS Antiviral Screen. Task: Binary Classification. Given a drug SMILES string, predict its activity (active/inactive) in a high-throughput screening assay against a specified biological target. (1) The drug is Cc1c(N=Nc2cc(N=Nc3ccc(N=Nc4ccc(O)c(C(=O)O)c4)cc3)c(N)cc2N)cccc1S(=O)(=O)O. The result is 1 (active). (2) The molecule is O=C1Oc2cc3c(c4cccc1c24)OC(c1ccccc1)C(c1ccccc1)C3c1ccc(Cl)cc1. The result is 0 (inactive). (3) The molecule is Cc1cc(N(CCC#N)CCC#N)ccc1C=C1N=C(C=Cc2ccccc2)N(c2ccc(Cl)cc2)C1=O. The result is 0 (inactive). (4) The drug is O=S(=O)(O)C(F)(F)C(F)(F)C(F)(F)C(F)(F)C(F)(F)C(F)(F)C(F)(F)C(F)(F)F. The result is 0 (inactive). (5) The compound is Cc1c(-c2ccccc2)oc2c(C(=O)OCCN3CCCCC3)cccc2c1=O. The result is 0 (inactive).